From a dataset of Catalyst prediction with 721,799 reactions and 888 catalyst types from USPTO. Predict which catalyst facilitates the given reaction. Product: [CH:30]1([NH:29][C:19]2[C:18]([C:15]3[CH2:14][C:13]4([CH2:36][CH2:37][CH:10]([NH2:7])[CH2:11][CH2:12]4)[O:17][N:16]=3)=[CH:23][N:22]=[C:21]3[N:24]([CH2:27][CH3:28])[N:25]=[CH:26][C:20]=23)[CH2:31][CH2:32][CH2:33][CH2:34][CH2:35]1. The catalyst class is: 7. Reactant: [H-].[Al+3].[Li+].[H-].[H-].[H-].[N:7]([CH:10]1[CH2:37][CH2:36][C:13]2([O:17][N:16]=[C:15]([C:18]3[CH:23]=[N:22][C:21]4[N:24]([CH2:27][CH3:28])[N:25]=[CH:26][C:20]=4[C:19]=3[NH:29][CH:30]3[CH2:35][CH2:34][CH2:33][CH2:32][CH2:31]3)[CH2:14]2)[CH2:12][CH2:11]1)=[N+]=[N-].